This data is from Full USPTO retrosynthesis dataset with 1.9M reactions from patents (1976-2016). The task is: Predict the reactants needed to synthesize the given product. (1) Given the product [Cl:1][C:2]1[CH:7]=[CH:6][C:5]([S:8]([N:11]([CH2:21][C:22]2[CH:23]=[CH:24][C:25]([C:26]([NH:52][N:46]3[CH2:51][CH2:50][O:49][CH2:48][CH2:47]3)=[O:27])=[CH:29][CH:30]=2)[C@H:12]([C:15]2[CH:20]=[CH:19][CH:18]=[CH:17][CH:16]=2)[CH2:13][CH3:14])(=[O:9])=[O:10])=[CH:4][CH:3]=1, predict the reactants needed to synthesize it. The reactants are: [Cl:1][C:2]1[CH:7]=[CH:6][C:5]([S:8]([N:11]([CH2:21][C:22]2[CH:30]=[CH:29][C:25]([C:26](O)=[O:27])=[CH:24][CH:23]=2)[C@H:12]([C:15]2[CH:20]=[CH:19][CH:18]=[CH:17][CH:16]=2)[CH2:13][CH3:14])(=[O:10])=[O:9])=[CH:4][CH:3]=1.CN1CCOCC1.C(Cl)(=O)OCC(C)C.[N:46]1([NH2:52])[CH2:51][CH2:50][O:49][CH2:48][CH2:47]1. (2) Given the product [C:2]([O:6][C:7]([N:9]1[CH2:14][CH2:13][CH:12]([C:15]([F:18])([F:16])[F:17])[CH2:11][C:10]1=[O:19])=[O:8])([CH3:5])([CH3:3])[CH3:4], predict the reactants needed to synthesize it. The reactants are: [Na].[C:2]([O:6][C:7]([N:9]1[CH2:14][CH2:13][CH:12]([C:15]([F:18])([F:17])[F:16])[CH2:11][CH2:10]1)=[O:8])([CH3:5])([CH3:4])[CH3:3].[OH2:19]. (3) Given the product [C:26]([O:30][C:31](=[O:49])[N:32]([CH2:41][C:42]1[CH:43]=[CH:44][C:45]([Cl:48])=[CH:46][CH:47]=1)[C:33]1[CH:38]=[CH:37][C:36]([CH:39]([OH:40])[C:2]2[C:10]3[CH:9]=[N:8][CH:7]=[N:6][C:5]=3[N:4]([Si:11]([CH:18]([CH3:20])[CH3:19])([CH:15]([CH3:17])[CH3:16])[CH:12]([CH3:14])[CH3:13])[CH:3]=2)=[CH:35][N:34]=1)([CH3:29])([CH3:27])[CH3:28], predict the reactants needed to synthesize it. The reactants are: I[C:2]1[C:10]2[CH:9]=[N:8][CH:7]=[N:6][C:5]=2[N:4]([Si:11]([CH:18]([CH3:20])[CH3:19])([CH:15]([CH3:17])[CH3:16])[CH:12]([CH3:14])[CH3:13])[CH:3]=1.C([Mg]Cl)(C)C.[C:26]([O:30][C:31](=[O:49])[N:32]([CH2:41][C:42]1[CH:47]=[CH:46][C:45]([Cl:48])=[CH:44][CH:43]=1)[C:33]1[CH:38]=[CH:37][C:36]([CH:39]=[O:40])=[CH:35][N:34]=1)([CH3:29])([CH3:28])[CH3:27].C(=O)(O)[O-].[Na+]. (4) The reactants are: [Br:1][C:2]1[CH:3]=[C:4]([C:8](=[O:18])[CH2:9][C:10]2[CH:15]=[CH:14][C:13]([S:16][CH3:17])=[CH:12][CH:11]=2)[CH:5]=[N:6][CH:7]=1.[H-].[Na+].[CH2:21](Br)[CH:22]=[CH:23][C:24]1[CH:29]=[CH:28][CH:27]=[CH:26][CH:25]=1. Given the product [Br:1][C:2]1[CH:3]=[C:4]([C:8](=[O:18])[CH:9]([C:10]2[CH:15]=[CH:14][C:13]([S:16][CH3:17])=[CH:12][CH:11]=2)[CH2:21]/[CH:22]=[CH:23]/[C:24]2[CH:29]=[CH:28][CH:27]=[CH:26][CH:25]=2)[CH:5]=[N:6][CH:7]=1, predict the reactants needed to synthesize it. (5) Given the product [N:1]1[CH:6]=[CH:5][C:4]([N:7]2[CH2:8][CH2:9][CH:10]([CH2:13][NH:14][C:15]([NH:17][C:18]3[C:19]([NH2:24])=[CH:20][CH:21]=[CH:22][CH:23]=3)=[O:16])[CH2:11][CH2:12]2)=[CH:3][CH:2]=1, predict the reactants needed to synthesize it. The reactants are: [N:1]1[CH:6]=[CH:5][C:4]([N:7]2[CH2:12][CH2:11][CH:10]([CH2:13][NH:14][C:15]([NH:17][C:18]3[CH:23]=[CH:22][CH:21]=[CH:20][C:19]=3[N+:24]([O-])=O)=[O:16])[CH2:9][CH2:8]2)=[CH:3][CH:2]=1.